This data is from Full USPTO retrosynthesis dataset with 1.9M reactions from patents (1976-2016). The task is: Predict the reactants needed to synthesize the given product. (1) Given the product [NH2:26][C:24]1[N:23]=[CH:22][N:21]=[C:20]2[N:19]([CH:27]3[CH2:32][CH2:31][N:30]([C:42](=[O:46])[CH:43]([CH3:45])[CH3:44])[CH2:29][CH2:28]3)[N:18]=[C:17]([C:14]3[CH:15]=[CH:16][C:11]([NH:10][C:8]4[O:9][C:5]5[C:4]([CH3:34])=[CH:3][C:2]([CH3:1])=[CH:33][C:6]=5[N:7]=4)=[CH:12][CH:13]=3)[C:25]=12, predict the reactants needed to synthesize it. The reactants are: [CH3:1][C:2]1[CH:3]=[C:4]([CH3:34])[C:5]2[O:9][C:8]([NH:10][C:11]3[CH:16]=[CH:15][C:14]([C:17]4[C:25]5[C:20](=[N:21][CH:22]=[N:23][C:24]=5[NH2:26])[N:19]([CH:27]5[CH2:32][CH2:31][NH:30][CH2:29][CH2:28]5)[N:18]=4)=[CH:13][CH:12]=3)=[N:7][C:6]=2[CH:33]=1.C(N(CC)CC)C.[C:42](Cl)(=[O:46])[CH:43]([CH3:45])[CH3:44].CO. (2) Given the product [O:11]=[C:5]1[CH:6]=[CH:8][C:9](=[O:10])[N:4]1[CH2:3][CH2:2][NH:19][P:34]([NH:47][CH2:48][CH2:49][C:50]([OH:52])=[O:51])([NH:33][CH2:38][CH2:39][N:40]1[C:41](=[O:46])[CH:42]=[CH:43][C:44]1=[O:45])=[O:35], predict the reactants needed to synthesize it. The reactants are: Cl.[CH3:2][CH2:3][N:4]1[C:9](=[O:10])[CH2:8][CH:6](O)[C:5]1=[O:11].P(Cl)(Cl)(Cl)=O.C([N:19](CC)CC)C.O=C1C=CC(=O)N1CC[N:33]([CH2:38][CH2:39][N:40]1[C:44](=[O:45])[CH:43]=[CH:42][C:41]1=[O:46])[P:34](Cl)(Cl)=[O:35].[NH2:47][CH2:48][CH2:49][C:50]([OH:52])=[O:51]. (3) Given the product [CH3:13][C:14]([O:17][C:18]([N:4]1[CH2:9][CH2:8][CH2:7][C@H:6]([C:10]([OH:12])=[O:11])[CH2:5]1)=[O:19])([CH3:16])[CH3:15], predict the reactants needed to synthesize it. The reactants are: C(Cl)Cl.[NH:4]1[CH2:9][CH2:8][CH2:7][C@H:6]([C:10]([OH:12])=[O:11])[CH2:5]1.[CH3:13][C:14]([O:17][C:18](O[C:18]([O:17][C:14]([CH3:16])([CH3:15])[CH3:13])=[O:19])=[O:19])([CH3:16])[CH3:15]. (4) Given the product [C:23]([O:27][C:2](=[O:3])[NH:11][C:8]1[CH:9]=[CH:10][C:5]([Cl:4])=[CH:6][C:7]=1[N+:12]([O-:14])=[O:13])([CH3:26])([CH3:25])[CH3:24], predict the reactants needed to synthesize it. The reactants are: [N-]=[C:2]=[O:3].[Cl:4][C:5]1[CH:10]=[CH:9][C:8]([NH2:11])=[C:7]([N+:12]([O-:14])=[O:13])[CH:6]=1.O=C(Cl)OC(Cl)(Cl)Cl.[C:23]([OH:27])([CH3:26])([CH3:25])[CH3:24]. (5) Given the product [F:28][C:26]1[CH:25]=[CH:24][C:23]([S:29]([CH3:32])(=[O:31])=[O:30])=[C:22]([C:20]2[N:19]=[C:18]([N:33]3[CH2:38][CH2:37][O:36][CH2:35][C@@H:34]3[CH3:39])[N:17]=[C:16]([C:13]3[CH:12]=[CH:11][C:10]([NH:9][C:8](=[O:40])[NH:41][CH2:42][C:43]([NH2:45])=[O:44])=[CH:15][CH:14]=3)[CH:21]=2)[CH:27]=1, predict the reactants needed to synthesize it. The reactants are: C1(O[C:8](=[O:40])[NH:9][C:10]2[CH:15]=[CH:14][C:13]([C:16]3[CH:21]=[C:20]([C:22]4[CH:27]=[C:26]([F:28])[CH:25]=[CH:24][C:23]=4[S:29]([CH3:32])(=[O:31])=[O:30])[N:19]=[C:18]([N:33]4[CH2:38][CH2:37][O:36][CH2:35][C@@H:34]4[CH3:39])[N:17]=3)=[CH:12][CH:11]=2)C=CC=CC=1.[NH2:41][CH2:42][C:43]([NH2:45])=[O:44]. (6) Given the product [CH3:29][O:30][C:31]1[CH:36]=[CH:35][N:34]=[CH:33][C:32]=1[C:2]1[C:3]2[CH:10]=[C:9]([CH2:11][O:12][C:13]3[CH:18]=[CH:17][C:16]([C@@H:19]([C:26]#[C:27][CH3:28])[CH2:20][C:21]([O:23][CH2:24][CH3:25])=[O:22])=[CH:15][CH:14]=3)[CH:8]=[CH:7][C:4]=2[S:5][CH:6]=1, predict the reactants needed to synthesize it. The reactants are: Br[C:2]1[C:3]2[CH:10]=[C:9]([CH2:11][O:12][C:13]3[CH:18]=[CH:17][C:16]([C@@H:19]([C:26]#[C:27][CH3:28])[CH2:20][C:21]([O:23][CH2:24][CH3:25])=[O:22])=[CH:15][CH:14]=3)[CH:8]=[CH:7][C:4]=2[S:5][CH:6]=1.[CH3:29][O:30][C:31]1[CH:36]=[CH:35][N:34]=[CH:33][C:32]=1B(O)O.C([O-])([O-])=O.[Cs+].[Cs+]. (7) Given the product [CH2:1]1[CH2:2][C:3]2[C:8](=[CH:7][CH:6]=[CH:5][CH:4]=2)[C@H:9]([OH:10])[CH2:11]1, predict the reactants needed to synthesize it. The reactants are: [CH2:1]1[CH2:11][C:9](=[O:10])[C:8]2[C:3](=[CH:4][CH:5]=[CH:6][CH:7]=2)[CH2:2]1. (8) Given the product [C:6]([C:10]1[CH:15]=[CH:14][N:13]=[C:12]([Cl:3])[CH:11]=1)([CH3:9])([CH3:8])[CH3:7], predict the reactants needed to synthesize it. The reactants are: O=P(Cl)(Cl)[Cl:3].[C:6]([C:10]1[CH:15]=[CH:14][N+:13]([O-])=[CH:12][CH:11]=1)([CH3:9])([CH3:8])[CH3:7].[O-]S([O-])(=O)=O.[Mg+2]. (9) Given the product [Cl:26][C:2]1[C:11]2[C:6](=[CH:7][C:8]([C:12]3[CH:13]=[C:14]([CH:20]=[CH:21][C:22]=3[CH3:23])[C:15]([O:17][CH2:18][CH3:19])=[O:16])=[CH:9][CH:10]=2)[CH:5]=[N:4][N:3]=1, predict the reactants needed to synthesize it. The reactants are: O[C:2]1[C:11]2[C:6](=[CH:7][C:8]([C:12]3[CH:13]=[C:14]([CH:20]=[CH:21][C:22]=3[CH3:23])[C:15]([O:17][CH2:18][CH3:19])=[O:16])=[CH:9][CH:10]=2)[CH:5]=[N:4][N:3]=1.P(Cl)(Cl)([Cl:26])=O. (10) Given the product [Cl:1][CH2:2][CH2:3][CH2:4][N:5]1[CH2:10][C:9](=[N:19][OH:20])[C:8]2[N:12]([CH3:15])[CH:13]=[CH:14][C:7]=2[S:6]1(=[O:17])=[O:16], predict the reactants needed to synthesize it. The reactants are: [Cl:1][CH2:2][CH2:3][CH2:4][N:5]1[CH2:10][C:9](=O)[C:8]2[N:12]([CH3:15])[CH:13]=[CH:14][C:7]=2[S:6]1(=[O:17])=[O:16].Cl.[NH2:19][OH:20].C([O-])(=O)C.[K+].